This data is from Reaction yield outcomes from USPTO patents with 853,638 reactions. The task is: Predict the reaction yield, written as a fraction of the theoretical maximum amount of product (1.0 means a 100% yield; for example, 0.34 means a 34% yield). (1) The yield is 0.360. No catalyst specified. The product is [CH:38]1([N:19]2[C:18]3[CH:44]=[CH:45][C:15]([C:13]([NH:12][CH:8]([CH2:7][C:1]4[CH:6]=[CH:5][C:4]([OH:55])=[CH:3][CH:2]=4)[C:9]([OH:11])=[O:10])=[O:14])=[CH:16][C:17]=3[N:21]=[C:20]2[C:22]2[CH:23]=[C:24]3[C:29](=[CH:30][CH:31]=2)[N:28]=[C:27]([C:32]2[CH:37]=[CH:36][CH:35]=[CH:34][CH:33]=2)[CH:26]=[N:25]3)[CH2:39][CH2:40][CH2:41][CH2:42][CH2:43]1. The reactants are [CH:1]1([CH2:7][CH:8]([NH:12][C:13]([C:15]2[CH:45]=[CH:44][C:18]3[N:19]([CH:38]4[CH2:43][CH2:42][CH2:41][CH2:40][CH2:39]4)[C:20]([C:22]4[CH:23]=[C:24]5[C:29](=[CH:30][CH:31]=4)[N:28]=[C:27]([C:32]4[CH:37]=[CH:36][CH:35]=[CH:34][CH:33]=4)[CH:26]=[N:25]5)=[N:21][C:17]=3[CH:16]=2)=[O:14])[C:9]([OH:11])=[O:10])[CH2:6][CH2:5][CH2:4][CH2:3][CH2:2]1.N(C(OCC1C2C(=CC=CC=2)C2C1=CC=CC=2)=O)[C@H](C(O)=O)CC1C=CC([OH:55])=CC=1. (2) The reactants are BrBr.FC(F)(F)O[C:6]1[CH:11]=[CH:10][CH:9]=CC=1O.[Br:15][C:16]1[CH:21]=[CH:20][C:19]([OH:22])=[C:18]([O:23][C:24]([F:27])([F:26])[F:25])[CH:17]=1.C1(CBr)CC1.[OH-].[Na+]. The catalyst is C(Cl)Cl.O.CN(C=O)C. The product is [Br:15][C:16]1[CH:21]=[CH:20][C:19]([O:22][CH2:9][CH:10]2[CH2:6][CH2:11]2)=[C:18]([O:23][C:24]([F:25])([F:26])[F:27])[CH:17]=1. The yield is 0.740. (3) The reactants are [CH3:1][C:2]1[CH:15]=[C:14]2[C:5]([S:6][C:7]3[CH:8]=[C:9]([C:17]([OH:19])=O)[CH:10]=[CH:11][C:12]=3[C:13]2=[O:16])=[CH:4][CH:3]=1.S(Cl)([Cl:22])=O.CN(C)C=O. The catalyst is C1(C)C=CC=CC=1. The product is [CH3:1][C:2]1[CH:15]=[C:14]2[C:5]([S:6][C:7]3[CH:8]=[C:9]([C:17]([Cl:22])=[O:19])[CH:10]=[CH:11][C:12]=3[C:13]2=[O:16])=[CH:4][CH:3]=1. The yield is 0.850. (4) The reactants are [NH3:1].[CH2:2]([O:4][C:5]1[C:10](=[O:11])[CH:9]=[CH:8]O[C:6]=1[CH3:12])[CH3:3]. The catalyst is C(O)C. The product is [CH2:2]([O:4][C:5]1[C:10](=[O:11])[CH:9]=[CH:8][NH:1][C:6]=1[CH3:12])[CH3:3]. The yield is 0.950. (5) The reactants are [CH2:1]([C@H:3]1[C@@H:7]([C:8]2[N:12]3[C:13]4[CH:19]=[CH:18][N:17](S(C5C=CC(C)=CC=5)(=O)=O)[C:14]=4[N:15]=[CH:16][C:11]3=[N:10][N:9]=2)[CH2:6][C@@H:5]([NH:30][S:31]([CH:34]=[CH2:35])(=[O:33])=[O:32])[CH2:4]1)[CH3:2].CCN(C(C)C)C(C)C.[NH:45]1[CH:49]=[C:48]([C:50]#[N:51])[CH:47]=[N:46]1. The catalyst is C(O)CC.C(Cl)Cl. The product is [C:50]([C:48]1[CH:49]=[N:45][N:46]([CH2:35][CH2:34][S:31]([NH:30][C@@H:5]2[CH2:6][C@H:7]([C:8]3[N:12]4[C:13]5[CH:19]=[CH:18][NH:17][C:14]=5[N:15]=[CH:16][C:11]4=[N:10][N:9]=3)[C@H:3]([CH2:1][CH3:2])[CH2:4]2)(=[O:32])=[O:33])[CH:47]=1)#[N:51]. The yield is 0.420. (6) The reactants are [CH3:1][O:2][CH2:3][C:4](=O)[CH2:5][C:6]#[N:7].[CH2:9]([NH:11][NH2:12])[CH3:10].Cl. The catalyst is C(O)C. The product is [CH2:9]([N:11]1[C:6]([NH2:7])=[CH:5][C:4]([CH2:3][O:2][CH3:1])=[N:12]1)[CH3:10]. The yield is 0.558.